From a dataset of Catalyst prediction with 721,799 reactions and 888 catalyst types from USPTO. Predict which catalyst facilitates the given reaction. Reactant: [Cl:1][S:2]([OH:5])(=O)=[O:3].[Br:6][C:7]1[S:8][CH:9]=[CH:10][C:11]=1[Cl:12].ClCl. Product: [Br:6][C:7]1[S:8][C:9]([S:2]([Cl:1])(=[O:5])=[O:3])=[CH:10][C:11]=1[Cl:12]. The catalyst class is: 2.